From a dataset of Full USPTO retrosynthesis dataset with 1.9M reactions from patents (1976-2016). Predict the reactants needed to synthesize the given product. (1) Given the product [Br:19][CH2:20][CH2:21][CH2:22][CH2:23][O:1][C:2]1[CH:11]=[C:10]2[C:5]([CH2:6][CH2:7][C:8](=[O:12])[NH:9]2)=[CH:4][CH:3]=1, predict the reactants needed to synthesize it. The reactants are: [OH:1][C:2]1[CH:11]=[C:10]2[C:5]([CH2:6][CH2:7][C:8](=[O:12])[NH:9]2)=[CH:4][CH:3]=1.C(=O)([O-])[O-].[K+].[K+].[Br:19][CH2:20][CH2:21][CH2:22][CH2:23]Br.O. (2) Given the product [NH2:25][C:24]1[N:20]([C:16]2[CH:15]=[C:14]([CH:19]=[CH:18][CH:17]=2)[CH2:13][NH:12][C:10](=[O:11])[C@@H:9]([NH:8][C:6](=[O:7])[O:5][C:1]([CH3:4])([CH3:3])[CH3:2])[CH3:40])[N:21]=[C:22]([C:36]([F:38])([F:39])[F:37])[CH:23]=1, predict the reactants needed to synthesize it. The reactants are: [C:1]([O:5][C:6]([NH:8][C@@H:9]([CH3:40])[C:10]([NH:12][CH2:13][C:14]1[CH:15]=[C:16]([N:20]2[C:24]([NH:25]C(=O)OCC3C=CC=CC=3)=[CH:23][C:22]([C:36]([F:39])([F:38])[F:37])=[N:21]2)[CH:17]=[CH:18][CH:19]=1)=[O:11])=[O:7])([CH3:4])([CH3:3])[CH3:2].[H][H]. (3) Given the product [C:11]([O:15][C:16]([N:18]1[CH2:22][CH2:21][C@@H:20]([CH2:23][NH:24][C:25]([O:27][C:28]([CH3:31])([CH3:30])[CH3:29])=[O:26])[C@@H:19]1[CH:32]=[O:33])=[O:17])([CH3:13])([CH3:12])[CH3:14], predict the reactants needed to synthesize it. The reactants are: CS(C)=O.C(Cl)(=O)C(Cl)=O.[C:11]([O:15][C:16]([N:18]1[CH2:22][CH2:21][C@@H:20]([CH2:23][NH:24][C:25]([O:27][C:28]([CH3:31])([CH3:30])[CH3:29])=[O:26])[C@@H:19]1[CH2:32][OH:33])=[O:17])([CH3:14])([CH3:13])[CH3:12].C(N(CC)CC)C. (4) Given the product [Cl:13][C:3]1[C:2]([O:14][CH3:16])=[C:7]([Cl:8])[C:6]([F:9])=[CH:5][C:4]=1[N+:10]([O-:12])=[O:11], predict the reactants needed to synthesize it. The reactants are: Br[C:2]1[C:3]([Cl:13])=[C:4]([N+:10]([O-:12])=[O:11])[CH:5]=[C:6]([F:9])[C:7]=1[Cl:8].[OH-:14].[Na+].[CH3:16][O-].[Na+]. (5) The reactants are: [CH3:1][O:2][C:3](=[O:30])[CH2:4][O:5][C:6]1[CH:11]=[CH:10][C:9]([O:12][CH2:13]/[CH:14]=[C:15](\[C:22]2[CH:27]=[CH:26][C:25](I)=[CH:24][CH:23]=2)/[C:16]2[CH:21]=[CH:20][CH:19]=[CH:18][CH:17]=2)=[CH:8][C:7]=1[CH3:29].[C:31]([C:33]1[CH:38]=[CH:37][CH:36]=[CH:35][N:34]=1)#[CH:32].ClCCl. Given the product [CH3:1][O:2][C:3](=[O:30])[CH2:4][O:5][C:6]1[CH:11]=[CH:10][C:9]([O:12][CH2:13]/[CH:14]=[C:15](/[C:16]2[CH:21]=[CH:20][CH:19]=[CH:18][CH:17]=2)\[C:22]2[CH:27]=[CH:26][C:25]([C:32]#[C:31][C:33]3[CH:38]=[CH:37][CH:36]=[CH:35][N:34]=3)=[CH:24][CH:23]=2)=[CH:8][C:7]=1[CH3:29], predict the reactants needed to synthesize it. (6) The reactants are: [N:1]1[CH:6]=[CH:5][CH:4]=[N:3][C:2]=1[C:7]1[CH:12]=[CH:11][C:10]([C:13]2([OH:23])[CH2:22][CH2:21][C:16]3(OCC[O:17]3)[CH2:15][CH2:14]2)=[CH:9][CH:8]=1.Cl. Given the product [OH:23][C:13]1([C:10]2[CH:9]=[CH:8][C:7]([C:2]3[N:1]=[CH:6][CH:5]=[CH:4][N:3]=3)=[CH:12][CH:11]=2)[CH2:22][CH2:21][C:16](=[O:17])[CH2:15][CH2:14]1, predict the reactants needed to synthesize it.